From a dataset of Forward reaction prediction with 1.9M reactions from USPTO patents (1976-2016). Predict the product of the given reaction. Given the reactants [CH3:1][C@H:2]([CH2:6][S:7]([C:10]1[CH:19]=[CH:18][C:17]2[C:12](=[CH:13][CH:14]=[CH:15][CH:16]=2)[CH:11]=1)(=[O:9])=[O:8])[CH2:3][CH2:4][OH:5].CC(C)=[O:22].OS(O)(=O)=O.O=[Cr](=O)=O.[Cr](O)(O)(=O)=O.S(=O)(=O)(O)O, predict the reaction product. The product is: [CH3:1][C@H:2]([CH2:6][S:7]([C:10]1[CH:19]=[CH:18][C:17]2[C:12](=[CH:13][CH:14]=[CH:15][CH:16]=2)[CH:11]=1)(=[O:9])=[O:8])[CH2:3][C:4]([OH:22])=[O:5].